Dataset: Peptide-MHC class I binding affinity with 185,985 pairs from IEDB/IMGT. Task: Regression. Given a peptide amino acid sequence and an MHC pseudo amino acid sequence, predict their binding affinity value. This is MHC class I binding data. The peptide sequence is GLQADAPHL. The MHC is HLA-A02:16 with pseudo-sequence HLA-A02:16. The binding affinity (normalized) is 0.898.